Dataset: Tyrosyl-DNA phosphodiesterase HTS with 341,365 compounds. Task: Binary Classification. Given a drug SMILES string, predict its activity (active/inactive) in a high-throughput screening assay against a specified biological target. (1) The drug is O(c1cc(OCC(=O)NN)ccc1)c1ccccc1. The result is 0 (inactive). (2) The compound is o1c(CNC(=O)c2nnn(CC(=O)Nc3c(CC)cccc3)c2N)ccc1. The result is 0 (inactive). (3) The molecule is s1c(NC(=O)c2occc2)nc(CC(O)=O)c1. The result is 0 (inactive). (4) The compound is O1c2c(OC1)ccc(c2)/C=N\NC(=O)c1cccnc1. The result is 0 (inactive). (5) The compound is S(C1=C(CC(NC1=O)(C)C)C)c1[nH]c2c(n1)cccc2. The result is 0 (inactive). (6) The compound is o1c(c2c(ccc(c2)C(O)=O)C)ccc1/C=C1\NC(=O)N(C1=O)c1ccccc1. The result is 1 (active).